Dataset: Reaction yield outcomes from USPTO patents with 853,638 reactions. Task: Predict the reaction yield, written as a fraction of the theoretical maximum amount of product (1.0 means a 100% yield; for example, 0.34 means a 34% yield). (1) The reactants are [NH2:1][C:2]1[C:7]([N+:8]([O-:10])=[O:9])=[CH:6][CH:5]=[CH:4][N:3]=1.Br[CH2:12][C:13]([C:15]1[CH:20]=[CH:19][C:18]([F:21])=[CH:17][CH:16]=1)=O. The catalyst is CN(C)C=O. The product is [F:21][C:18]1[CH:19]=[CH:20][C:15]([C:13]2[N:1]=[C:2]3[C:7]([N+:8]([O-:10])=[O:9])=[CH:6][CH:5]=[CH:4][N:3]3[CH:12]=2)=[CH:16][CH:17]=1. The yield is 0.360. (2) The reactants are [CH3:1][O:2][C:3](=[O:20])[C:4]1[CH:9]=[CH:8][C:7]([N:10]2[C:14]([NH2:15])=[CH:13][C:12]([C:16]([CH3:19])([CH3:18])[CH3:17])=[N:11]2)=[CH:6][CH:5]=1.C1N=CN([C:26]([N:28]2C=N[CH:30]=[CH:29]2)=[O:27])C=1.[N:33]1[CH:38]=[CH:37][C:36]([O:39][C:40]2[CH:45]=CC(N)=[CH:42][CH:41]=2)=[CH:35][CH:34]=1.CCOC(C)=O. The catalyst is ClCCCl. The product is [CH3:1][O:2][C:3](=[O:20])[C:4]1[CH:5]=[CH:6][C:7]([N:10]2[C:14]([NH:15][C:26]([NH:28][C:29]3[CH:30]=[CH:45][C:40]([O:39][C:36]4[CH:37]=[CH:38][N:33]=[CH:34][CH:35]=4)=[CH:41][CH:42]=3)=[O:27])=[CH:13][C:12]([C:16]([CH3:17])([CH3:19])[CH3:18])=[N:11]2)=[CH:8][CH:9]=1. The yield is 0.680. (3) The reactants are [Br:1][C:2]1[C:3]([C:9]2[CH:14]=[CH:13][C:12]([Cl:15])=[CH:11][CH:10]=2)=[CH:4][C:5](Cl)=[N:6][CH:7]=1.[NH2:16][NH2:17]. The catalyst is C1COCC1. The product is [Br:1][C:2]1[C:3]([C:9]2[CH:14]=[CH:13][C:12]([Cl:15])=[CH:11][CH:10]=2)=[CH:4][C:5]([NH:16][NH2:17])=[N:6][CH:7]=1. The yield is 0.630. (4) The reactants are [F:1][C:2]([F:41])([F:40])[C:3]1[CH:4]=[C:5]([C:13]([CH3:39])([CH3:38])[C:14]([N:16]([CH3:37])[C:17]2[CH:18]=[N:19][C:20]([N:31]3[CH2:36][CH2:35]S[CH2:33][CH2:32]3)=[CH:21][C:22]=2[C:23]2[CH:28]=[CH:27][C:26]([F:29])=[CH:25][C:24]=2[CH3:30])=[O:15])[CH:6]=[C:7]([C:9]([F:12])([F:11])[F:10])[CH:8]=1.O[O:43][S:44]([O-:46])=O.[K+].S([O-])(O)=O.[Na+].C(=O)([O-])[O-].[Na+].[Na+]. The catalyst is CO. The product is [F:12][C:9]([F:10])([F:11])[C:7]1[CH:6]=[C:5]([C:13]([CH3:39])([CH3:38])[C:14]([N:16]([C:17]2[CH:18]=[N:19][C:20]([N:31]3[CH2:32][CH2:33][S:44](=[O:46])(=[O:43])[CH2:35][CH2:36]3)=[CH:21][C:22]=2[C:23]2[CH:28]=[CH:27][C:26]([F:29])=[CH:25][C:24]=2[CH3:30])[CH3:37])=[O:15])[CH:4]=[C:3]([C:2]([F:40])([F:41])[F:1])[CH:8]=1. The yield is 0.835. (5) The reactants are [NH2:1][C@H:2]1[CH2:7][CH2:6][C@H:5]([NH:8][C:9]2[C:14]([CH3:15])=[C:13]([N:16]([C:24]3[CH:29]=[CH:28][C:27]([I:30])=[CH:26][CH:25]=3)C(OC(C)(C)C)=O)[N:12]3[N:31]=[CH:32][CH:33]=[C:11]3[N:10]=2)[CH2:4][CH2:3]1.[F:41][C:40]([F:43])([F:42])[C:39](O[C:39](=[O:44])[C:40]([F:43])([F:42])[F:41])=[O:44]. The catalyst is ClCCCl. The product is [NH2:1][C@H:2]1[CH2:7][CH2:6][C@H:5]([NH:8][C:9]2[C:14]([CH3:15])=[C:13]([NH:16][C:24]3[CH:29]=[CH:28][C:27]([I:30])=[CH:26][CH:25]=3)[N:12]3[N:31]=[CH:32][C:33]([C:39](=[O:44])[C:40]([F:41])([F:42])[F:43])=[C:11]3[N:10]=2)[CH2:4][CH2:3]1. The yield is 0.410. (6) The yield is 0.470. The product is [Cl:1][C:2]1[CH:7]=[CH:6][N:5]=[C:4]([C:8]([NH:25][C:23]2[CH:22]=[CH:21][CH:20]=[C:19]([C:18]3[N:14]([CH:11]4[CH2:13][CH2:12]4)[CH:15]=[N:16][CH:17]=3)[N:24]=2)=[O:10])[CH:3]=1. The catalyst is CN(C)C=O. The reactants are [Cl:1][C:2]1[CH:7]=[CH:6][N:5]=[C:4]([C:8]([OH:10])=O)[CH:3]=1.[CH:11]1([N:14]2[C:18]([C:19]3[N:24]=[C:23]([NH2:25])[CH:22]=[CH:21][CH:20]=3)=[CH:17][N:16]=[CH:15]2)[CH2:13][CH2:12]1.F[P-](F)(F)(F)(F)F.N1(OC(N(C)C)=[N+](C)C)C2N=CC=CC=2N=N1.CN1CCOCC1. (7) The reactants are Cl.[CH2:2]([O:9][CH:10]1[CH2:14][NH:13][CH2:12][C:11]1([F:16])[F:15])[C:3]1[CH:8]=[CH:7][CH:6]=[CH:5][CH:4]=1.[Cl:17][C:18]1[N:23]=[CH:22][C:21]2[C:24](I)=[N:25][N:26]([CH:27]([CH3:29])[CH3:28])[C:20]=2[CH:19]=1.C1(P(C2C=CC=CC=2)C2C3OC4C(=CC=CC=4P(C4C=CC=CC=4)C4C=CC=CC=4)C(C)(C)C=3C=CC=2)C=CC=CC=1.C(=O)([O-])[O-].[Cs+].[Cs+]. The catalyst is O1CCOCC1.C1C=CC(/C=C/C(/C=C/C2C=CC=CC=2)=O)=CC=1.C1C=CC(/C=C/C(/C=C/C2C=CC=CC=2)=O)=CC=1.C1C=CC(/C=C/C(/C=C/C2C=CC=CC=2)=O)=CC=1.[Pd].[Pd]. The product is [CH2:2]([O:9][CH:10]1[CH2:14][N:13]([C:24]2[C:21]3[CH:22]=[N:23][C:18]([Cl:17])=[CH:19][C:20]=3[N:26]([CH:27]([CH3:29])[CH3:28])[N:25]=2)[CH2:12][C:11]1([F:16])[F:15])[C:3]1[CH:4]=[CH:5][CH:6]=[CH:7][CH:8]=1. The yield is 0.630. (8) The reactants are Cl[C:2]1[CH:7]=[CH:6][N:5]=[CH:4][C:3]=1[N+:8]([O-:10])=[O:9].[C:11]([O:15][C:16](=[O:27])[NH:17][C@H:18]1[C@@:23]([OH:25])([CH3:24])[C@@H:22]([CH3:26])[CH2:21][NH:20][CH2:19]1)([CH3:14])([CH3:13])[CH3:12]. The catalyst is CC(O)C. The product is [C:11]([O:15][C:16](=[O:27])[NH:17][C@H:18]1[C:23]([OH:25])([CH3:24])[C@@H:22]([CH3:26])[CH2:21][N:20]([C:2]2[CH:7]=[CH:6][N:5]=[CH:4][C:3]=2[N+:8]([O-:10])=[O:9])[CH2:19]1)([CH3:14])([CH3:12])[CH3:13]. The yield is 0.990. (9) The reactants are [N+:1]([O-:4])(O)=[O:2].S(=O)(=O)(O)O.[CH3:10][O:11][C:12](=[O:27])[C:13]1[CH:18]=[CH:17][C:16]([C:19]([F:22])([F:21])[F:20])=[CH:15][C:14]=1[NH:23]C(=O)C. No catalyst specified. The product is [CH3:10][O:11][C:12](=[O:27])[C:13]1[CH:18]=[C:17]([N+:1]([O-:4])=[O:2])[C:16]([C:19]([F:22])([F:21])[F:20])=[CH:15][C:14]=1[NH2:23]. The yield is 0.0500. (10) The reactants are [CH3:1][O:2][C:3]1[CH:4]=[C:5]2[C:10](=[CH:11][C:12]=1[O:13][CH3:14])[N:9]=[CH:8][CH:7]=[C:6]2[O:15][C:16]1[CH:22]=[CH:21][C:19]([NH2:20])=[CH:18][CH:17]=1.C(N(CC)CC)C.ClC(Cl)(O[C:34](=[O:40])OC(Cl)(Cl)Cl)Cl.[CH2:42]([N:44]([CH2:48][CH3:49])[CH2:45][CH2:46][NH2:47])[CH3:43]. The catalyst is C(Cl)(Cl)Cl.O. The product is [CH2:42]([N:44]([CH2:48][CH3:49])[CH2:45][CH2:46][NH:47][C:34]([NH:20][C:19]1[CH:21]=[CH:22][C:16]([O:15][C:6]2[C:5]3[C:10](=[CH:11][C:12]([O:13][CH3:14])=[C:3]([O:2][CH3:1])[CH:4]=3)[N:9]=[CH:8][CH:7]=2)=[CH:17][CH:18]=1)=[O:40])[CH3:43]. The yield is 0.130.